This data is from Peptide-MHC class I binding affinity with 185,985 pairs from IEDB/IMGT. The task is: Regression. Given a peptide amino acid sequence and an MHC pseudo amino acid sequence, predict their binding affinity value. This is MHC class I binding data. (1) The peptide sequence is NPTQAPVIQLHAVY. The MHC is HLA-A02:03 with pseudo-sequence HLA-A02:03. The binding affinity (normalized) is 0.133. (2) The peptide sequence is YTAFTIPSI. The MHC is Mamu-A01 with pseudo-sequence Mamu-A01. The binding affinity (normalized) is 0.612. (3) The peptide sequence is FRLMRTNFL. The MHC is HLA-B07:02 with pseudo-sequence HLA-B07:02. The binding affinity (normalized) is 0.0485.